From a dataset of Catalyst prediction with 721,799 reactions and 888 catalyst types from USPTO. Predict which catalyst facilitates the given reaction. (1) The catalyst class is: 4. Reactant: ClC1C=CC=C(C(OO)=[O:9])C=1.[I:12][C:13]1[C:14]([O:23][CH3:24])=[N:15][C:16]([S:21][CH3:22])=[C:17]([CH:20]=1)[C:18]#[N:19].C(OCC)(=O)C. Product: [I:12][C:13]1[C:14]([O:23][CH3:24])=[N:15][C:16]([S:21]([CH3:22])=[O:9])=[C:17]([CH:20]=1)[C:18]#[N:19]. (2) Reactant: C[O:2][C:3](=O)[CH:4]=[CH:5][CH:6]=[CH:7][CH2:8][S:9][C:10]1[CH:19]=[CH:18][C:17]2[C:12](=[CH:13][CH:14]=[CH:15][CH:16]=2)[CH:11]=1.[NH2:21][OH:22].[OH-].[K+].CO. The catalyst class is: 1. Product: [OH:22][NH:21][C:3](=[O:2])[CH:4]=[CH:5][CH:6]=[CH:7][CH2:8][S:9][C:10]1[CH:19]=[CH:18][C:17]2[C:12](=[CH:13][CH:14]=[CH:15][CH:16]=2)[CH:11]=1. (3) Reactant: [C:1]([O:5][C:6]([N:8]1[CH2:13][CH2:12][NH:11][CH2:10][CH2:9]1)=[O:7])([CH3:4])([CH3:3])[CH3:2].[C:14]1([N:20]=[C:21]=[O:22])[CH:19]=[CH:18][CH:17]=[CH:16][CH:15]=1. Product: [C:1]([O:5][C:6]([N:8]1[CH2:13][CH2:12][N:11]([C:21](=[O:22])[NH:20][C:14]2[CH:19]=[CH:18][CH:17]=[CH:16][CH:15]=2)[CH2:10][CH2:9]1)=[O:7])([CH3:4])([CH3:2])[CH3:3]. The catalyst class is: 4. (4) Reactant: [CH2:1]([N:8]1[CH:13]([CH2:14]O)[CH2:12][O:11][C:10]([CH2:17][CH:18]([O:20][Si:21]([C:34]([CH3:37])([CH3:36])[CH3:35])([C:28]2[CH:33]=[CH:32][CH:31]=[CH:30][CH:29]=2)[C:22]2[CH:27]=[CH:26][CH:25]=[CH:24][CH:23]=2)[CH3:19])([CH3:16])[C:9]1=[O:38])[C:2]1[CH:7]=[CH:6][CH:5]=[CH:4][CH:3]=1.COCCN(S(F)(F)[F:49])CCOC.C(=O)(O)[O-].[Na+]. Product: [CH2:1]([N:8]1[CH:13]([CH2:14][F:49])[CH2:12][O:11][C:10]([CH2:17][CH:18]([O:20][Si:21]([C:34]([CH3:37])([CH3:36])[CH3:35])([C:28]2[CH:33]=[CH:32][CH:31]=[CH:30][CH:29]=2)[C:22]2[CH:27]=[CH:26][CH:25]=[CH:24][CH:23]=2)[CH3:19])([CH3:16])[C:9]1=[O:38])[C:2]1[CH:7]=[CH:6][CH:5]=[CH:4][CH:3]=1. The catalyst class is: 214. (5) Reactant: [CH3:1][O:2][C:3]([C:5]1[CH:6]=[CH:7][C:8]2[S:13][CH2:12][C:11](=O)[NH:10][C:9]=2[CH:15]=1)=[O:4]. Product: [CH3:1][O:2][C:3]([C:5]1[CH:6]=[CH:7][C:8]2[S:13][CH2:12][CH2:11][NH:10][C:9]=2[CH:15]=1)=[O:4]. The catalyst class is: 7. (6) Reactant: [C:12]([O:11][C:9](O[C:9]([O:11][C:12]([CH3:15])([CH3:14])[CH3:13])=[O:10])=[O:10])([CH3:15])([CH3:14])[CH3:13].[S:16]1[C:25]2[CH2:24][CH2:23][NH:22][CH2:21][CH2:20][C:19]=2[N:18]=[C:17]1[NH2:26]. Product: [C:12]([O:11][C:9]([N:22]1[CH2:23][CH2:24][C:25]2[S:16][C:17]([NH2:26])=[N:18][C:19]=2[CH2:20][CH2:21]1)=[O:10])([CH3:13])([CH3:14])[CH3:15]. The catalyst class is: 1. (7) Reactant: [CH:1]([C:4]1[N:5]([CH2:9][O:10][CH2:11][CH2:12][O:13][CH3:14])[CH:6]=[CH:7][N:8]=1)([CH3:3])[CH3:2].[Li]CCCC.[CH3:20][Sn:21](Cl)([CH3:23])[CH3:22]. Product: [CH:1]([C:4]1[N:5]([CH2:9][O:10][CH2:11][CH2:12][O:13][CH3:14])[C:6]([Sn:21]([CH3:23])([CH3:22])[CH3:20])=[CH:7][N:8]=1)([CH3:3])[CH3:2]. The catalyst class is: 49. (8) Reactant: [F:1][C:2]1[CH:9]=[CH:8][C:7]([CH2:10][CH:11]=O)=[CH:6][C:3]=1[C:4]#[N:5].[C:13]([O:17][C:18](=[O:23])[NH:19][CH2:20][CH2:21][NH2:22])([CH3:16])([CH3:15])[CH3:14].[BH3-]C#N.[Na+].C(O)(=O)C. Product: [C:4]([C:3]1[CH:6]=[C:7]([CH2:10][CH2:11][NH:22][CH2:21][CH2:20][NH:19][C:18](=[O:23])[O:17][C:13]([CH3:15])([CH3:14])[CH3:16])[CH:8]=[CH:9][C:2]=1[F:1])#[N:5]. The catalyst class is: 5.